Dataset: Forward reaction prediction with 1.9M reactions from USPTO patents (1976-2016). Task: Predict the product of the given reaction. (1) Given the reactants [C:1]([C:3]1[CH:4]=[C:5]([OH:9])[CH:6]=[CH:7][CH:8]=1)#[N:2].C(=O)([O-])[O-].[K+].[K+].[I-].[K+].Cl[CH2:19][CH:20]1[CH2:22][CH2:21]1, predict the reaction product. The product is: [CH:20]1([CH2:19][O:9][C:5]2[CH:4]=[C:3]([CH2:1][NH2:2])[CH:8]=[CH:7][CH:6]=2)[CH2:22][CH2:21]1. (2) Given the reactants [F:1][C:2]([F:27])([F:26])[C:3]([C:9]1[CH:14]=[CH:13][C:12]([CH2:15][S:16]([C:19]2[CH:24]=[CH:23][C:22]([F:25])=[CH:21][CH:20]=2)(=[O:18])=[O:17])=[CH:11][CH:10]=1)([OH:8])[C:4]([F:7])([F:6])[F:5].Br[CH2:29][C:30]1[C:35]([F:36])=[CH:34][CH:33]=[CH:32][C:31]=1[F:37].C(=O)([O-])[O-].[K+].[K+], predict the reaction product. The product is: [F:36][C:35]1[CH:34]=[CH:33][CH:32]=[C:31]([F:37])[C:30]=1[CH2:29][O:8][C:3]([C:9]1[CH:10]=[CH:11][C:12]([CH2:15][S:16]([C:19]2[CH:20]=[CH:21][C:22]([F:25])=[CH:23][CH:24]=2)(=[O:18])=[O:17])=[CH:13][CH:14]=1)([C:4]([F:7])([F:6])[F:5])[C:2]([F:26])([F:1])[F:27].